From a dataset of Reaction yield outcomes from USPTO patents with 853,638 reactions. Predict the reaction yield, written as a fraction of the theoretical maximum amount of product (1.0 means a 100% yield; for example, 0.34 means a 34% yield). (1) The reactants are [NH:1]1[C:9]2[C:4](=[CH:5][CH:6]=[CH:7][CH:8]=2)[CH:3]=[N:2]1.[Br:10]Br.Cl. The catalyst is [OH-].[Na+].S(=O)(O)[O-].[Na+]. The product is [Br:10][C:3]1[C:4]2[C:9](=[CH:8][CH:7]=[CH:6][CH:5]=2)[NH:1][N:2]=1. The yield is 0.800. (2) The reactants are [CH3:1][C:2]1[NH:3][C:4]2[CH2:5][C:6]([CH3:21])([CH3:20])[CH2:7][C:8](=[O:19])[C:9]=2[C:10]=1[S:11][C:12]1[CH:17]=[CH:16][C:15]([CH3:18])=[CH:14][CH:13]=1.Br[CH2:23][C:24]([O:26][CH2:27][CH3:28])=[O:25].[H-].[Na+]. The catalyst is CN(C)C=O. The product is [CH3:1][C:2]1[N:3]([CH2:23][C:24]([O:26][CH2:27][CH3:28])=[O:25])[C:4]2[CH2:5][C:6]([CH3:21])([CH3:20])[CH2:7][C:8](=[O:19])[C:9]=2[C:10]=1[S:11][C:12]1[CH:13]=[CH:14][C:15]([CH3:18])=[CH:16][CH:17]=1. The yield is 0.790. (3) The reactants are [C:1]([C:3]1[C:4]([NH2:9])=[N:5][CH:6]=[CH:7][CH:8]=1)#[CH:2].[CH2:10]([O:17][C:18]1[CH:23]=[CH:22][C:21]([CH2:24][C:25](Cl)=[N:26][OH:27])=[CH:20][N:19]=1)[C:11]1[CH:16]=[CH:15][CH:14]=[CH:13][CH:12]=1.C(N(CC)CC)C. The catalyst is O1CCCC1. The product is [CH2:10]([O:17][C:18]1[N:19]=[CH:20][C:21]([CH2:24][C:25]2[CH:2]=[C:1]([C:3]3[C:4]([NH2:9])=[N:5][CH:6]=[CH:7][CH:8]=3)[O:27][N:26]=2)=[CH:22][CH:23]=1)[C:11]1[CH:12]=[CH:13][CH:14]=[CH:15][CH:16]=1. The yield is 0.260. (4) The reactants are [C:1]([O:4][C:5]([CH3:19])([CH2:7][CH2:8][O:9][C:10]1[CH:15]=[CH:14][CH:13]=[C:12]([NH2:16])[C:11]=1[C:17]#[N:18])[CH3:6])(=[O:3])[CH3:2].[S:20](Cl)(=[O:23])(=[O:22])[NH2:21]. No catalyst specified. The product is [C:1]([O:4][C:5]([CH3:19])([CH2:7][CH2:8][O:9][C:10]1[CH:15]=[CH:14][CH:13]=[C:12]([NH:16][S:20](=[O:23])(=[O:22])[NH2:21])[C:11]=1[C:17]#[N:18])[CH3:6])(=[O:3])[CH3:2]. The yield is 1.00. (5) The reactants are [CH3:1][N:2]([CH3:23])[C:3]([C:5]1[CH:6]=[C:7]([OH:22])[C:8]2[N:12]=[C:11]([CH3:13])[N:10](C(OC(C)(C)C)=O)[C:9]=2[CH:21]=1)=[O:4].[F:24][C:25]1[CH:34]=[CH:33][CH:32]=[C:31]2[C:26]=1[CH:27](O)[CH2:28][CH2:29][O:30]2.C1(P(C2C=CC=CC=2)C2C=CC=CC=2)C=CC=CC=1.N(C(OC(C)C)=O)=NC(OC(C)C)=O.[OH-].[Na+]. The catalyst is C1(C)C=CC=CC=1.CO. The product is [F:24][C:25]1[CH:34]=[CH:33][CH:32]=[C:31]2[C:26]=1[CH:27]([O:22][C:7]1[C:8]3[N:12]=[C:11]([CH3:13])[NH:10][C:9]=3[CH:21]=[C:5]([C:3]([N:2]([CH3:1])[CH3:23])=[O:4])[CH:6]=1)[CH2:28][CH2:29][O:30]2. The yield is 0.500. (6) The reactants are [CH2:1]([C@H:3]1[CH2:8][N:7]([CH:9]2[CH2:12][O:11][CH2:10]2)[CH2:6][CH2:5][N:4]1[C:13]1[CH:14]=[CH:15][C:16]([NH:19][C:20]2[C:21](=[O:36])[N:22]([CH3:35])[CH:23]=[C:24](B3OC(C)(C)C(C)(C)O3)[CH:25]=2)=[N:17][CH:18]=1)[CH3:2].Cl[C:38]1[C:43]([CH:44]=[O:45])=[C:42]([N:46]2[CH2:58][CH2:57][C:56]3[N:55]4[C:50]([CH2:51][CH2:52][CH2:53][CH2:54]4)=[CH:49][C:48]=3[C:47]2=[O:59])[N:41]=[CH:40][CH:39]=1.[O-]P([O-])([O-])=O.[K+].[K+].[K+].C([O-])(=O)C.[Na+]. The yield is 0.570. The catalyst is C1C=CC(P(C2C=CC=CC=2)[C-]2C=CC=C2)=CC=1.C1C=CC(P(C2C=CC=CC=2)[C-]2C=CC=C2)=CC=1.Cl[Pd]Cl.[Fe+2].C(#N)C. The product is [CH2:1]([CH:3]1[CH2:8][N:7]([CH:9]2[CH2:10][O:11][CH2:12]2)[CH2:6][CH2:5][N:4]1[C:13]1[CH:14]=[CH:15][C:16]([NH:19][C:20]2[C:21](=[O:36])[N:22]([CH3:35])[CH:23]=[C:24]([C:38]3[C:43]([CH:44]=[O:45])=[C:42]([N:46]4[CH2:58][CH2:57][C:56]5[N:55]6[C:50]([CH2:51][CH2:52][CH2:53][CH2:54]6)=[CH:49][C:48]=5[C:47]4=[O:59])[N:41]=[CH:40][CH:39]=3)[CH:25]=2)=[N:17][CH:18]=1)[CH3:2]. (7) The reactants are Cl[C:2]1[CH:7]=[C:6]([F:8])[C:5]([N+:9]([O-])=O)=[CH:4][C:3]=1[OH:12]. The catalyst is CCO.[Pd]. The product is [NH2:9][C:5]1[CH:4]=[C:3]([OH:12])[CH:2]=[CH:7][C:6]=1[F:8]. The yield is 0.700.